Dataset: Forward reaction prediction with 1.9M reactions from USPTO patents (1976-2016). Task: Predict the product of the given reaction. (1) Given the reactants C([O:5][C:6]([CH:8]1[CH:12]([C:13]2[CH:18]=[CH:17][CH:16]=[C:15]([Cl:19])[C:14]=2[F:20])[C:11]([C:23]2[CH:28]=[CH:27][C:26]([Cl:29])=[CH:25][C:24]=2[F:30])([C:21]#[N:22])[CH:10]([CH2:31][C:32]([CH3:43])([CH3:42])[CH2:33][O:34][Si](C(C)(C)C)(C)C)[NH:9]1)=[O:7])(C)(C)C.[F:44][C:45]([F:50])([F:49])[C:46]([OH:48])=[O:47], predict the reaction product. The product is: [F:44][C:45]([F:50])([F:49])[C:46]([OH:48])=[O:47].[Cl:19][C:15]1[C:14]([F:20])=[C:13]([CH:12]2[C:11]([C:23]3[CH:28]=[CH:27][C:26]([Cl:29])=[CH:25][C:24]=3[F:30])([C:21]#[N:22])[CH:10]([CH2:31][C:32]([CH3:42])([CH3:43])[CH2:33][O:34][CH3:45])[NH:9][CH:8]2[C:6]([OH:5])=[O:7])[CH:18]=[CH:17][CH:16]=1. (2) The product is: [O:1]=[C:2]1[C:7]2[CH:8]=[C:9]([C:11]3[CH:12]=[CH:13][CH:14]=[C:15]4[C:20]=3[N:19]=[C:18]([C:21]([NH:55][C:56]3[CH:61]=[CH:60][CH:59]=[CH:58][CH:57]=3)=[O:23])[CH:17]=[CH:16]4)[NH:10][C:6]=2[CH2:5][CH2:4][NH:3]1. Given the reactants [O:1]=[C:2]1[C:7]2[CH:8]=[C:9]([C:11]3[CH:12]=[CH:13][CH:14]=[C:15]4[C:20]=3[N:19]=[C:18]([C:21]([OH:23])=O)[CH:17]=[CH:16]4)[NH:10][C:6]=2[CH2:5][CH2:4][NH:3]1.CN(C(ON1N=NC2C=CC=NC1=2)=[N+](C)C)C.F[P-](F)(F)(F)(F)F.CCN(CC)CC.[NH2:55][C:56]1[CH:61]=[CH:60][CH:59]=[CH:58][CH:57]=1, predict the reaction product.